From a dataset of Peptide-MHC class I binding affinity with 185,985 pairs from IEDB/IMGT. Regression. Given a peptide amino acid sequence and an MHC pseudo amino acid sequence, predict their binding affinity value. This is MHC class I binding data. The peptide sequence is AMFTAALNI. The MHC is HLA-A02:01 with pseudo-sequence HLA-A02:01. The binding affinity (normalized) is 0.917.